From a dataset of Reaction yield outcomes from USPTO patents with 853,638 reactions. Predict the reaction yield, written as a fraction of the theoretical maximum amount of product (1.0 means a 100% yield; for example, 0.34 means a 34% yield). (1) The reactants are Br[C:2]1[CH:24]=[N:23][C:5]2[N:6]([CH2:15][O:16][CH2:17][CH2:18][Si:19]([CH3:22])([CH3:21])[CH3:20])[C:7]3[CH:12]=[N:11][C:10]([C:13]#[N:14])=[CH:9][C:8]=3[C:4]=2[CH:3]=1.[C:25](=O)([O:27]C(C)(C)C)[NH2:26].C(=O)([O-])[O-].[Cs+].[Cs+].C1(P(C2C=CC=CC=2)C2C3OC4[C:52](=CC=CC=4P(C4C=CC=CC=4)C4C=CC=CC=4)[C:51]([CH3:74])([CH3:73])C=3C=CC=2)C=CC=CC=1. The catalyst is O1CCOCC1.C1C=CC(/C=C/C(/C=C/C2C=CC=CC=2)=O)=CC=1.C1C=CC(/C=C/C(/C=C/C2C=CC=CC=2)=O)=CC=1.C1C=CC(/C=C/C(/C=C/C2C=CC=CC=2)=O)=CC=1.[Pd].[Pd]. The product is [C:51]([C:2]1[C:24]([N:26]=[C:25]=[O:27])=[N:23][C:5]2[N:6]([CH2:15][O:16][CH2:17][CH2:18][Si:19]([CH3:22])([CH3:21])[CH3:20])[C:7]3[CH:12]=[N:11][C:10]([C:13]#[N:14])=[CH:9][C:8]=3[C:4]=2[CH:3]=1)([CH3:52])([CH3:73])[CH3:74]. The yield is 0.800. (2) The reactants are [CH:1]([C:3]1[CH:18]=[CH:17][C:6]([O:7][C:8]2[CH:16]=[CH:15][C:11]([C:12]([NH2:14])=[O:13])=[CH:10][N:9]=2)=[C:5]([O:19][CH3:20])[CH:4]=1)=O.[CH3:21][CH:22]1[CH2:27][CH2:26][CH:25]([CH2:28][CH2:29][NH2:30])[CH2:24][CH2:23]1.[BH4-].[Na+]. The catalyst is CO. The product is [CH3:20][O:19][C:5]1[CH:4]=[C:3]([CH2:1][NH:30][CH2:29][CH2:28][CH:25]2[CH2:26][CH2:27][CH:22]([CH3:21])[CH2:23][CH2:24]2)[CH:18]=[CH:17][C:6]=1[O:7][C:8]1[CH:16]=[CH:15][C:11]([C:12]([NH2:14])=[O:13])=[CH:10][N:9]=1. The yield is 0.656. (3) The reactants are [CH3:1][O:2][CH2:3][CH2:4][CH2:5][N:6]1[C:14]2[C:9](=[CH:10][CH:11]=[C:12]([CH2:15][C@H:16]([CH:29]([CH3:31])[CH3:30])[CH2:17][C@H:18]([NH:21][C:22](=[O:28])[O:23][C:24]([CH3:27])([CH3:26])[CH3:25])[CH:19]=[O:20])[CH:13]=2)[CH:8]=[N:7]1.[CH2:32]([O:39][CH2:40][C@H:41]([CH:45]([CH3:47])[CH3:46])[CH2:42][Mg]Br)[C:33]1[CH:38]=[CH:37][CH:36]=[CH:35][CH:34]=1.[NH4+].[Cl-]. The catalyst is C1COCC1. The product is [CH2:32]([O:39][CH2:40][C@H:41]([CH:45]([CH3:47])[CH3:46])[CH2:42][CH:19]([OH:20])[C@@H:18]([NH:21][C:22](=[O:28])[O:23][C:24]([CH3:26])([CH3:25])[CH3:27])[CH2:17][C@H:16]([CH2:15][C:12]1[CH:13]=[C:14]2[C:9]([CH:8]=[N:7][N:6]2[CH2:5][CH2:4][CH2:3][O:2][CH3:1])=[CH:10][CH:11]=1)[CH:29]([CH3:31])[CH3:30])[C:33]1[CH:38]=[CH:37][CH:36]=[CH:35][CH:34]=1. The yield is 0.330. (4) The reactants are [OH:1][C:2]1[CH:7]=[C:6]([OH:8])[CH:5]=[CH:4][N:3]=1.[N+:9]([O-])([OH:11])=[O:10]. The catalyst is OS(O)(=O)=O. The product is [OH:1][C:2]1[C:7]([N+:9]([O-:11])=[O:10])=[C:6]([OH:8])[CH:5]=[CH:4][N:3]=1. The yield is 0.740. (5) The product is [Br:1][C:2]1[CH:8]=[C:7]([Cl:18])[C:5]([NH2:6])=[C:4]([F:9])[C:3]=1[F:10]. The reactants are [Br:1][C:2]1[CH:8]=[CH:7][C:5]([NH2:6])=[C:4]([F:9])[C:3]=1[F:10].C1C(=O)N([Cl:18])C(=O)C1.O. The yield is 0.780. The catalyst is C(#N)C. (6) The reactants are [Cl:1][C:2]1[N:7]=[CH:6][C:5]([C:8]2[N:9]=[C:10]([CH3:18])[NH:11][C:12]=2[CH2:13]CCCN)=[CH:4][CH:3]=1.ClC1[N:25]=[CH:24][C:23](C2N=C(C)NC=2CCCCN2C(=O)C3C(=CC=CC=3)C2=O)=[CH:22]C=1.NN. The catalyst is C(O)C. The product is [Cl:1][C:2]1[N:7]=[CH:6][C:5]([C:8]2[N:9]=[C:10]([CH2:18][CH2:22][CH2:23][CH2:24][NH2:25])[NH:11][C:12]=2[CH3:13])=[CH:4][CH:3]=1. The yield is 0.750. (7) The reactants are [Si](OCCOC1C=CC(OCC#C[CH:20]2[C:29]3[C:24](=[CH:25][C:26]([O:30][CH2:31][O:32][CH3:33])=[CH:27][CH:28]=3)[S:23][CH2:22][C:21]2([C:35]2[CH:40]=[CH:39][C:38]([O:41][CH2:42][O:43][CH3:44])=[CH:37][CH:36]=2)[CH3:34])=CC=1)(C(C)(C)C)(C)C. The catalyst is C(O)C.O1CCCC1.[OH-].[OH-].[Pd+2]. The product is [CH3:33][O:32][CH2:31][O:30][C:26]1[CH:25]=[C:24]2[C:29]([CH2:20][C:21]([C:35]3[CH:36]=[CH:37][C:38]([O:41][CH2:42][O:43][CH3:44])=[CH:39][CH:40]=3)([CH3:34])[CH2:22][S:23]2)=[CH:28][CH:27]=1. The yield is 0.710. (8) The reactants are [C:1]([NH:9][C:10]1[CH:11]=[C:12]([CH:17]2[C:26]([CH3:28])([CH3:27])[CH2:25][C:24]3[C:19](=[CH:20][CH:21]=[C:22]([C:29]([O:31]C)=[O:30])[CH:23]=3)[NH:18]2)[CH:13]=[CH:14][C:15]=1[F:16])(=[O:8])[C:2]1[CH:7]=[CH:6][CH:5]=[CH:4][CH:3]=1.[OH-].[Na+]. The catalyst is CO.O. The product is [C:1]([NH:9][C:10]1[CH:11]=[C:12]([CH:17]2[C:26]([CH3:28])([CH3:27])[CH2:25][C:24]3[C:19](=[CH:20][CH:21]=[C:22]([C:29]([OH:31])=[O:30])[CH:23]=3)[NH:18]2)[CH:13]=[CH:14][C:15]=1[F:16])(=[O:8])[C:2]1[CH:7]=[CH:6][CH:5]=[CH:4][CH:3]=1. The yield is 0.440. (9) The reactants are [Cl:1][C:2]1[CH:38]=[CH:37][C:5]([CH2:6][O:7][C:8]2[C:9]([O:35][CH3:36])=[CH:10][C:11]([CH:14]([C:16]3[C:24]4[C:19](=[N:20][CH:21]=[CH:22][CH:23]=4)[N:18]([Si](C(C)C)(C(C)C)C(C)C)[CH:17]=3)[OH:15])=[N:12][CH:13]=2)=[CH:4][CH:3]=1.CC(OI1(OC(C)=O)(OC(C)=O)OC(=O)C2C=CC=CC1=2)=O. The catalyst is O1CCCC1. The product is [Cl:1][C:2]1[CH:38]=[CH:37][C:5]([CH2:6][O:7][C:8]2[C:9]([O:35][CH3:36])=[CH:10][C:11]([C:14]([C:16]3[C:24]4[C:19](=[N:20][CH:21]=[CH:22][CH:23]=4)[NH:18][CH:17]=3)=[O:15])=[N:12][CH:13]=2)=[CH:4][CH:3]=1. The yield is 0.250. (10) The reactants are [CH3:1][C:2]1[C:3]([CH2:8][N:9]([CH2:15][C:16]2[C:21]([CH3:22])=[CH:20][CH:19]=[CH:18][N:17]=2)[CH2:10][CH2:11][CH2:12][CH2:13][NH2:14])=[N:4][CH:5]=[CH:6][CH:7]=1.CC([O-])=O.[Na+].[N:28]#[C:29]Br.O. The catalyst is CO. The product is [CH3:1][C:2]1[C:3]([CH2:8][N:9]([CH2:15][C:16]2[C:21]([CH3:22])=[CH:20][CH:19]=[CH:18][N:17]=2)[CH2:10][CH2:11][CH2:12][CH2:13][NH:14][C:29]#[N:28])=[N:4][CH:5]=[CH:6][CH:7]=1. The yield is 0.740.